Dataset: Forward reaction prediction with 1.9M reactions from USPTO patents (1976-2016). Task: Predict the product of the given reaction. (1) Given the reactants [OH-].[K+].[NH:3]1[CH:7]=[N:6][CH:5]=[N:4]1.[Br:8][C:9]1[CH:14]=[CH:13][C:12]([CH2:15]Br)=[CH:11][CH:10]=1, predict the reaction product. The product is: [Br:8][C:9]1[CH:14]=[CH:13][C:12]([CH2:15][N:3]2[CH:7]=[N:6][CH:5]=[N:4]2)=[CH:11][CH:10]=1. (2) Given the reactants [N:1]1[C:6]2[O:7][C:8]3[CH:14]=[CH:13][CH:12]=[CH:11][C:9]=3[O:10][C:5]=2[CH:4]=[C:3]([CH2:15]O)[N:2]=1.ClCCCl.S(Br)([Br:23])=O, predict the reaction product. The product is: [Br:23][CH2:15][C:3]1[N:2]=[N:1][C:6]2[O:7][C:8]3[CH:14]=[CH:13][CH:12]=[CH:11][C:9]=3[O:10][C:5]=2[CH:4]=1. (3) Given the reactants [CH3:1][O:2][C:3]([C:5]1[NH:15][C:8]2=[N:9][CH:10]=[C:11]([CH:13]=O)[CH:12]=[C:7]2[CH:6]=1)=[O:4].[C:16]([C:18]1[CH:19]=[C:20]([CH:41]=[CH:42][CH:43]=1)[CH2:21][P+](C1C=CC=CC=1)(C1C=CC=CC=1)C1C=CC=CC=1)#[N:17].[Li+].[OH-].[NH4+].[Cl-], predict the reaction product. The product is: [CH3:1][O:2][C:3]([C:5]1[NH:15][C:8]2=[N:9][CH:10]=[C:11]([CH:13]=[CH:21][C:20]3[CH:41]=[CH:42][CH:43]=[C:18]([C:16]#[N:17])[CH:19]=3)[CH:12]=[C:7]2[CH:6]=1)=[O:4]. (4) Given the reactants [Cl:1][C:2]1[CH:3]=[C:4]([CH:26]=[CH:27][C:28]=1[O:29][CH3:30])[CH2:5][NH:6][C:7]1[C:16]2[C:11](=[CH:12][CH:13]=[C:14]([C:17]#[N:18])[CH:15]=2)[C:10]([N:19]2[CH2:24][CH2:23][C:22](=O)[CH2:21][CH2:20]2)=[N:9][N:8]=1.Cl.[CH3:32][O:33][NH2:34].C(=O)([O-])[O-].[Na+].[Na+], predict the reaction product. The product is: [Cl:1][C:2]1[CH:3]=[C:4]([CH:26]=[CH:27][C:28]=1[O:29][CH3:30])[CH2:5][NH:6][C:7]1[C:16]2[C:11](=[CH:12][CH:13]=[C:14]([C:17]#[N:18])[CH:15]=2)[C:10]([N:19]2[CH2:20][CH2:21][C:22](=[N:34][O:33][CH3:32])[CH2:23][CH2:24]2)=[N:9][N:8]=1. (5) Given the reactants [Li]C[CH2:3][CH2:4][CH3:5].[Br:6][C:7]1[CH:8]=[N:9][CH:10]=[C:11]([CH:14]=1)[CH:12]=O.[CH2:15]1COCC1, predict the reaction product. The product is: [Br:6][C:7]1[CH:8]=[N:9][CH:10]=[C:11](/[CH:12]=[CH:15]/[CH:4]([CH3:3])[CH3:5])[CH:14]=1. (6) Given the reactants [Br:1][C:2]1[CH:3]=[C:4]2[C:8](=[CH:9][CH:10]=1)[N:7]([C:11](=[O:15])[CH2:12][CH2:13][OH:14])[CH:6]=[C:5]2/[C:16](/[C:28]#[N:29])=[CH:17]/[C:18]1[CH:19]=[C:20]([CH:23]=[CH:24][C:25]=1[O:26][CH3:27])[C:21]#[N:22].CCN(C(C)C)C(C)C.O=P(Cl)(Cl)Cl.[OH:44][P:45]([O-])([OH:47])=[O:46].[K+], predict the reaction product. The product is: [P:45]([OH:47])([OH:46])([O:14][CH2:13][CH2:12][C:11]([N:7]1[C:8]2[C:4](=[CH:3][C:2]([Br:1])=[CH:10][CH:9]=2)[C:5](/[C:16](/[C:28]#[N:29])=[CH:17]/[C:18]2[CH:19]=[C:20]([C:21]#[N:22])[CH:23]=[CH:24][C:25]=2[O:26][CH3:27])=[CH:6]1)=[O:15])=[O:44]. (7) Given the reactants Cl[C:2]([CH3:16])([CH3:15])[CH:3]([N:13]=[O:14])[CH2:4][C:5]1[N:6]=[C:7]([N+:10]([O-:12])=[O:11])[NH:8][CH:9]=1.[NH2:17][CH2:18][CH:19]([CH3:22])[CH2:20][NH2:21], predict the reaction product. The product is: [NH2:17][CH2:18][CH:19]([CH3:22])[CH2:20][NH:21][C:2]([CH3:16])([CH3:15])[C:3](=[N:13][OH:14])[CH2:4][C:5]1[N:6]=[C:7]([N+:10]([O-:12])=[O:11])[NH:8][CH:9]=1. (8) Given the reactants [CH3:1][O:2][C:3]1[CH:8]=[CH:7][C:6]([CH2:9][C:10]([C:12]2[S:13][CH:14]=[CH:15][CH:16]=2)=O)=[CH:5][CH:4]=1.Cl.[C:18]1([NH:24][NH2:25])[CH:23]=[CH:22][CH:21]=[CH:20][CH:19]=1.CCN(CC)CC, predict the reaction product. The product is: [CH3:1][O:2][C:3]1[CH:8]=[CH:7][C:6]([CH2:9][C:10](=[N:25][NH:24][C:18]2[CH:23]=[CH:22][CH:21]=[CH:20][CH:19]=2)[C:12]2[S:13][CH:14]=[CH:15][CH:16]=2)=[CH:5][CH:4]=1. (9) Given the reactants [CH2:1]([O:3][C:4]([C:6]1[C:7](=[O:27])[NH:8][C:9]([N:14]2[CH2:19][CH2:18][CH:17]([C:20]([O:22][C:23]([CH3:26])([CH3:25])[CH3:24])=[O:21])[CH2:16][CH2:15]2)=[C:10]([C:12]#[N:13])[CH:11]=1)=[O:5])[CH3:2].[CH3:28]I, predict the reaction product. The product is: [CH2:1]([O:3][C:4](=[O:5])[C:6]1[CH:11]=[C:10]([C:12]#[N:13])[C:9]([N:14]2[CH2:15][CH2:16][CH:17]([C:20]([O:22][C:23]([CH3:26])([CH3:25])[CH3:24])=[O:21])[CH2:18][CH2:19]2)=[N:8][C:7]=1[O:27][CH3:28])[CH3:2]. (10) Given the reactants C(=O)([O-])[O-].[Cs+].[Cs+].C1(C2C=CC=CC=2O)C=CC=CC=1.[F:20][C:21]1[CH:22]=[C:23]2[C:28](=[CH:29][C:30]=1I)[O:27][CH2:26][CH:25]([CH2:32][CH2:33][CH3:34])[CH2:24]2.[C:35]([O:43][CH2:44][CH3:45])(=[O:42])[CH2:36][C:37]([O:39][CH2:40][CH3:41])=[O:38], predict the reaction product. The product is: [F:20][C:21]1[CH:22]=[C:23]2[C:28](=[CH:29][C:30]=1[CH:36]([C:37]([O:39][CH2:40][CH3:41])=[O:38])[C:35]([O:43][CH2:44][CH3:45])=[O:42])[O:27][CH2:26][CH:25]([CH2:32][CH2:33][CH3:34])[CH2:24]2.